From a dataset of Forward reaction prediction with 1.9M reactions from USPTO patents (1976-2016). Predict the product of the given reaction. (1) Given the reactants [CH2:1]1[N:6](CCO)[CH2:5][CH2:4][N:3](CCS(O)(=O)=O)[CH2:2]1.N[C@H](C(O)=O)CC[C:20](=O)[NH2:21].C[C@@H]1O[C@@H](O[C@H]2[C@H](O)[C@@H](O)[C@H]([NH:41][C:42]([NH2:44])=[NH:43])[C@@H](O)[C@@H]2[NH:41][C:42]([NH2:44])=[NH:43])[C@H](O[C@@H]2O[C@@H](CO)[C@H](O)[C@@H](O)[C@@H]2NC)[C@@]1(O)C=O.[CH3:66]C1(C)S[C@@H]2[C@H](NC(CC3C=CC=CC=3)=O)C(=O)N2[C@H]1C([O-])=O.[K+].[C:90]([O-:121])(=[O:120])[CH2:91][CH2:92][C@H:93]([NH:97][C:98]([C:100]1[CH:119]=[CH:118][C:103]([NH:104][CH2:105]C2N=C3C(N=C(NC3=O)N)=NC=2)=[CH:102][CH:101]=1)=[O:99])[C:94]([OH:96])=[O:95], predict the reaction product. The product is: [CH3:66][N:104]([C:103]1[CH:118]=[CH:119][C:100]([C:98]([NH:97][C@H:93]([C:94]([OH:96])=[O:95])[CH2:92][CH2:91][C:90]([OH:121])=[O:120])=[O:99])=[CH:101][CH:102]=1)[CH2:105][C:4]1[CH:5]=[N:6][C:1]2[N:43]=[C:42]([NH2:44])[N:41]=[C:20]([NH2:21])[C:2]=2[N:3]=1. (2) Given the reactants [O:1]1[C:5]2[CH:6]=[CH:7][CH:8]=[CH:9][C:4]=2[CH:3]=[C:2]1[C:10]1[N:19]=[C:18]([Cl:20])[C:17]2[C:12](=[CH:13][CH:14]=[CH:15][CH:16]=2)[N:11]=1.[CH3:21][N:22]1[CH2:26][CH2:25][CH2:24][CH:23]1[CH:27]=[CH:28][NH2:29], predict the reaction product. The product is: [ClH:20].[ClH:20].[O:1]1[C:5]2[CH:6]=[CH:7][CH:8]=[CH:9][C:4]=2[CH:3]=[C:2]1[CH:10]1[N:29]([CH2:28][CH2:27][CH:23]2[CH2:24][CH2:25][CH2:26][N:22]2[CH3:21])[C:18]([NH2:19])=[C:17]2[C:12]([CH:13]=[CH:14][CH:15]=[CH:16]2)=[N:11]1. (3) The product is: [C:14]1([C:13]2[S:20][C:2]3[CH:3]([C:9]([O:11][CH3:12])=[O:10])[CH2:4][CH2:5][CH2:6][C:7]=3[N:21]=2)[CH:19]=[CH:18][CH:17]=[CH:16][CH:15]=1. Given the reactants Br[CH:2]1[C:7](=O)[CH2:6][CH2:5][CH2:4][CH:3]1[C:9]([O:11][CH3:12])=[O:10].[C:13]([NH2:21])(=[S:20])[C:14]1[CH:19]=[CH:18][CH:17]=[CH:16][CH:15]=1, predict the reaction product.